From a dataset of Reaction yield outcomes from USPTO patents with 853,638 reactions. Predict the reaction yield, written as a fraction of the theoretical maximum amount of product (1.0 means a 100% yield; for example, 0.34 means a 34% yield). (1) The catalyst is C([O-])(=O)C.[Pd+2].C([O-])(=O)C.C1(C)C=CC=CC=1.C(O)C. The reactants are Br[C:2]1[CH:3]=[CH:4][C:5]2[NH:6][C:7]3[C:12]([C:13]=2[CH:14]=1)=[CH:11][C:10](Br)=[CH:9][CH:8]=3.[C:16]1([N:22]2[C:34]3[CH:33]=[CH:32][C:31](B(O)O)=[CH:30][C:29]=3[C:28]3[C:23]2=[CH:24][CH:25]=[CH:26][CH:27]=3)[CH:21]=[CH:20][CH:19]=[CH:18][CH:17]=1.[C:53]1([CH3:58])[CH:54]=[CH:55][CH:56]=[CH:57][C:52]=1P([C:52]1[CH:57]=[CH:56][CH:55]=[CH:54][C:53]=1[CH3:58])[C:52]1[CH:57]=[CH:56][CH:55]=[CH:54][C:53]=1[CH3:58].C(=O)([O-])[O-].[K+].[K+]. The yield is 0.600. The product is [C:16]1([N:22]2[C:34]3[CH:33]=[CH:32][C:31]([C:2]4[CH:3]=[CH:4][C:5]5[NH:6][C:7]6[C:12]([C:13]=5[CH:14]=4)=[CH:11][C:10]([C:55]4[CH:56]=[CH:57][C:52]5[N:6]([C:5]7[CH:4]=[CH:3][CH:2]=[CH:14][CH:13]=7)[C:7]7[C:58]([C:53]=5[CH:54]=4)=[CH:11][CH:10]=[CH:9][CH:8]=7)=[CH:9][CH:8]=6)=[CH:30][C:29]=3[C:28]3[C:23]2=[CH:24][CH:25]=[CH:26][CH:27]=3)[CH:21]=[CH:20][CH:19]=[CH:18][CH:17]=1. (2) The reactants are [H-].[Na+].[C:3]([O:11][CH2:12][CH3:13])(=[O:10])[CH2:4][C:5]([O:7][CH2:8][CH3:9])=[O:6].Br[CH2:15][CH2:16][CH:17]=[CH2:18]. The catalyst is CN(C=O)C. The product is [CH2:12]([O:11][C:3](=[O:10])[CH:4]([CH2:18][CH2:17][CH:16]=[CH2:15])[C:5]([O:7][CH2:8][CH3:9])=[O:6])[CH3:13]. The yield is 0.710. (3) The yield is 0.200. The reactants are [C:1]([C:5]1[CH:9]=[C:8]([NH:10][C:11](=[O:19])OC2C=CC=CC=2)[N:7]([C:20]2[C:21]([CH3:26])=[N:22][CH:23]=[CH:24][CH:25]=2)[N:6]=1)([CH3:4])([CH3:3])[CH3:2].[CH3:27][O:28][C:29]1[CH:30]=[C:31]2[C:36](=[CH:37][C:38]=1[O:39][CH3:40])[N:35]=[CH:34][N:33]=[C:32]2[O:41][C:42]1[CH:43]=[C:44]([CH:46]=[CH:47][CH:48]=1)[NH2:45]. The product is [C:1]([C:5]1[CH:9]=[C:8]([NH:10][C:11]([NH:45][C:44]2[CH:46]=[CH:47][CH:48]=[C:42]([O:41][C:32]3[C:31]4[C:36](=[CH:37][C:38]([O:39][CH3:40])=[C:29]([O:28][CH3:27])[CH:30]=4)[N:35]=[CH:34][N:33]=3)[CH:43]=2)=[O:19])[N:7]([C:20]2[C:21]([CH3:26])=[N:22][CH:23]=[CH:24][CH:25]=2)[N:6]=1)([CH3:2])([CH3:3])[CH3:4]. No catalyst specified. (4) The reactants are [CH3:1][O:2][C:3]1[C:4]([NH:14][C:15](=[O:19])OCC)=[N:5][C:6]2[C:11]([N:12]=1)=[CH:10][C:9]([CH3:13])=[CH:8][CH:7]=2.[CH3:20][O:21][C:22]1[CH:23]=[C:24]([N:32]2[CH2:37][CH2:36][NH:35][CH2:34][CH2:33]2)[CH:25]=[C:26]([O:30][CH3:31])[C:27]=1[O:28][CH3:29]. No catalyst specified. The product is [CH3:1][O:2][C:3]1[C:4]([NH:14][C:15]([N:35]2[CH2:34][CH2:33][N:32]([C:24]3[CH:23]=[C:22]([O:21][CH3:20])[C:27]([O:28][CH3:29])=[C:26]([O:30][CH3:31])[CH:25]=3)[CH2:37][CH2:36]2)=[O:19])=[N:5][C:6]2[C:11]([N:12]=1)=[CH:10][C:9]([CH3:13])=[CH:8][CH:7]=2. The yield is 0.910.